Dataset: Cav3 T-type calcium channel HTS with 100,875 compounds. Task: Binary Classification. Given a drug SMILES string, predict its activity (active/inactive) in a high-throughput screening assay against a specified biological target. (1) The compound is O1c2n(nc3c2ccc(c3)C(=O)NCCO)c2c(C1)cccc2. The result is 0 (inactive). (2) The compound is O(c1cc2nc3c(nc2cc1)cccc3)C. The result is 0 (inactive).